This data is from Peptide-MHC class I binding affinity with 185,985 pairs from IEDB/IMGT. The task is: Regression. Given a peptide amino acid sequence and an MHC pseudo amino acid sequence, predict their binding affinity value. This is MHC class I binding data. (1) The peptide sequence is RYQAQQVEW. The MHC is HLA-A30:01 with pseudo-sequence HLA-A30:01. The binding affinity (normalized) is 0.377. (2) The peptide sequence is VSFIEFVGW. The MHC is HLA-B45:01 with pseudo-sequence HLA-B45:01. The binding affinity (normalized) is 0. (3) The peptide sequence is LEMNDAPTA. The MHC is HLA-A25:01 with pseudo-sequence HLA-A25:01. The binding affinity (normalized) is 0.0847. (4) The binding affinity (normalized) is 0. The peptide sequence is SVANRSKQK. The MHC is HLA-B07:02 with pseudo-sequence HLA-B07:02.